Dataset: Full USPTO retrosynthesis dataset with 1.9M reactions from patents (1976-2016). Task: Predict the reactants needed to synthesize the given product. (1) Given the product [CH2:45]([NH:47][CH2:26][C:18]1([C:16]([N:13]2[CH2:14][CH2:15][C@@:11]([S:8]([C:5]3[CH:6]=[CH:7][C:2]([F:1])=[CH:3][CH:4]=3)(=[O:9])=[O:10])([C:28]3[CH:29]=[CH:30][C:31]([C:34]([F:43])([C:39]([F:41])([F:42])[F:40])[C:35]([F:37])([F:38])[F:36])=[CH:32][CH:33]=3)[CH2:12]2)=[O:17])[CH2:23][CH2:22][S:21](=[O:25])(=[O:24])[CH2:20][CH2:19]1)[CH3:46].[F:1][C:2]1[CH:7]=[CH:6][C:5]([S:8]([C@@:11]2([C:28]3[CH:33]=[CH:32][C:31]([C:34]([F:43])([C:35]([F:36])([F:37])[F:38])[C:39]([F:41])([F:40])[F:42])=[CH:30][CH:29]=3)[CH2:15][CH2:14][N:13]([C:16]([C:18]3([CH2:26][OH:27])[CH2:23][CH2:22][S:21](=[O:25])(=[O:24])[CH2:20][CH2:19]3)=[O:17])[CH2:12]2)(=[O:9])=[O:10])=[CH:4][CH:3]=1, predict the reactants needed to synthesize it. The reactants are: [F:1][C:2]1[CH:7]=[CH:6][C:5]([S:8]([C@@:11]2([C:28]3[CH:33]=[CH:32][C:31]([C:34]([F:43])([C:39]([F:42])([F:41])[F:40])[C:35]([F:38])([F:37])[F:36])=[CH:30][CH:29]=3)[CH2:15][CH2:14][N:13]([C:16]([C:18]3([CH:26]=[O:27])[CH2:23][CH2:22][S:21](=[O:25])(=[O:24])[CH2:20][CH2:19]3)=[O:17])[CH2:12]2)(=[O:10])=[O:9])=[CH:4][CH:3]=1.Cl.[CH2:45]([NH2:47])[CH3:46].C([O-])(=O)C.[K+].C(O[BH-](OC(=O)C)OC(=O)C)(=O)C.[Na+].[OH-].[Na+]. (2) Given the product [F:2][C:3]([F:15])([F:16])[C:4]1[CH:5]=[CH:6][C:7]([CH2:10][CH2:11][CH2:12][OH:13])=[CH:8][CH:9]=1, predict the reactants needed to synthesize it. The reactants are: B.[F:2][C:3]([F:16])([F:15])[C:4]1[CH:9]=[CH:8][C:7]([CH2:10][CH2:11][C:12](O)=[O:13])=[CH:6][CH:5]=1. (3) The reactants are: [CH:1]([N:4]1[C:13]2[C:8](=[C:9]([CH3:14])[CH:10]=[CH:11][CH:12]=2)[CH:7]=[C:6]([C:15]([NH:17][CH2:18][CH:19]2[CH2:24][CH2:23][NH:22][CH2:21][CH2:20]2)=[O:16])[C:5]1=[O:25])([CH3:3])[CH3:2].I[CH2:27][CH:28]1[CH2:33][CH2:32][N:31]([C:34]([O:36][C:37]([CH3:40])([CH3:39])[CH3:38])=[O:35])[CH2:30][CH2:29]1.C(=O)([O-])[O-].[K+].[K+].O. Given the product [CH:1]([N:4]1[C:13]2[C:8](=[C:9]([CH3:14])[CH:10]=[CH:11][CH:12]=2)[CH:7]=[C:6]([C:15]([NH:17][CH2:18][CH:19]2[CH2:24][CH2:23][N:22]([CH2:27][CH:28]3[CH2:33][CH2:32][N:31]([C:34]([O:36][C:37]([CH3:38])([CH3:40])[CH3:39])=[O:35])[CH2:30][CH2:29]3)[CH2:21][CH2:20]2)=[O:16])[C:5]1=[O:25])([CH3:3])[CH3:2], predict the reactants needed to synthesize it. (4) Given the product [CH3:1][N:2]1[C:6]([C:17]2[CH:18]=[C:19]([NH2:20])[CH:21]=[CH:22][CH:23]=2)=[CH:5][CH:4]=[N:3]1, predict the reactants needed to synthesize it. The reactants are: [CH3:1][N:2]1[C:6](B2OC(C)(C)C(C)(C)O2)=[CH:5][CH:4]=[N:3]1.Br[C:17]1[CH:18]=[C:19]([CH:21]=[CH:22][CH:23]=1)[NH2:20].[O-]P([O-])([O-])=O.[K+].[K+].[K+].C1(P(C2CCCCC2)C2CCCCC2)CCCCC1.